From a dataset of Forward reaction prediction with 1.9M reactions from USPTO patents (1976-2016). Predict the product of the given reaction. (1) Given the reactants [C:1]([C:3]1[C:4]([NH:10][N:11]([C:19]([O:21][C:22]([CH3:25])([CH3:24])[CH3:23])=[O:20])[C:12]([O:14][C:15]([CH3:18])([CH3:17])[CH3:16])=[O:13])=[N:5][CH:6]=[CH:7][C:8]=1I)#[N:2].[F:26][C:27]1[CH:32]=[CH:31][C:30]([C:33]([F:36])([F:35])[F:34])=[CH:29][C:28]=1[NH:37][C:38]([NH:40][C:41]1[CH:46]=[CH:45][C:44](B2OC(C)(C)C(C)(C)O2)=[CH:43][CH:42]=1)=[O:39].C([O-])(O)=O.[Na+].C(OCC)(=O)C, predict the reaction product. The product is: [C:1]([C:3]1[C:4]([NH:10][N:11]([C:19]([O:21][C:22]([CH3:25])([CH3:24])[CH3:23])=[O:20])[C:12]([O:14][C:15]([CH3:18])([CH3:17])[CH3:16])=[O:13])=[N:5][CH:6]=[CH:7][C:8]=1[C:44]1[CH:43]=[CH:42][C:41]([NH:40][C:38]([NH:37][C:28]2[CH:29]=[C:30]([C:33]([F:34])([F:36])[F:35])[CH:31]=[CH:32][C:27]=2[F:26])=[O:39])=[CH:46][CH:45]=1)#[N:2]. (2) Given the reactants [NH2:1][CH:2]1[CH2:7][CH2:6][N:5]([C:8]([N:10]2[C@@:14]([C:16]3[CH:21]=[CH:20][C:19]([Cl:22])=[CH:18][CH:17]=3)([CH3:15])[C@@:13]([C:24]3[CH:29]=[CH:28][C:27]([Cl:30])=[CH:26][CH:25]=3)([CH3:23])[N:12]=[C:11]2[C:31]2[CH:32]=[N:33][C:34]([C:40]([CH3:43])([CH3:42])[CH3:41])=[CH:35][C:36]=2[O:37][CH2:38][CH3:39])=[O:9])[CH2:4][CH2:3]1.[CH3:44][S:45](Cl)(=[O:47])=[O:46], predict the reaction product. The product is: [C:40]([C:34]1[N:33]=[CH:32][C:31]([C:11]2[N:10]([C:8]([N:5]3[CH2:4][CH2:3][CH:2]([NH:1][S:45]([CH3:44])(=[O:47])=[O:46])[CH2:7][CH2:6]3)=[O:9])[C@@:14]([C:16]3[CH:21]=[CH:20][C:19]([Cl:22])=[CH:18][CH:17]=3)([CH3:15])[C@@:13]([C:24]3[CH:29]=[CH:28][C:27]([Cl:30])=[CH:26][CH:25]=3)([CH3:23])[N:12]=2)=[C:36]([O:37][CH2:38][CH3:39])[CH:35]=1)([CH3:42])([CH3:41])[CH3:43]. (3) The product is: [OH:9][CH2:10][C:12]1[C:21]2[C:16](=[CH:17][CH:18]=[C:19]([O:22][CH3:23])[CH:20]=2)[N:15]=[CH:14][CH:13]=1. Given the reactants [H-].[H-].[H-].[H-].[Li+].[Al+3].C([O:9][C:10]([C:12]1[C:21]2[C:16](=[CH:17][CH:18]=[C:19]([O:22][CH3:23])[CH:20]=2)[N:15]=[CH:14][CH:13]=1)=O)C.O.C(OCC)(=O)C, predict the reaction product. (4) Given the reactants [N:1]1([C:8]([C:10]2[C:11]3[CH2:27][O:26][C:25]4[CH:24]=[C:23]([O:28][CH3:29])[C:22]([CH2:30][CH:31]([CH3:33])[CH3:32])=[CH:21][C:20]=4[C:12]=3[N:13]([C:15]3[CH:19]=[CH:18][S:17][CH:16]=3)[N:14]=2)=[O:9])[CH2:7][CH2:6][CH2:5][NH:4][CH2:3][CH2:2]1.C(Cl)Cl.C(N(CC)C(C)C)(C)C.[O:46]1[CH2:50][CH2:49][CH2:48][CH:47]1[C:51](O)=[O:52].C(P1(=O)OP(=O)(CCC)OP(=O)(CCC)O1)CC, predict the reaction product. The product is: [CH2:30]([C:22]1[C:23]([O:28][CH3:29])=[CH:24][C:25]2[O:26][CH2:27][C:11]3[C:10]([C:8]([N:1]4[CH2:7][CH2:6][CH2:5][N:4]([C:51]([CH:47]5[CH2:48][CH2:49][CH2:50][O:46]5)=[O:52])[CH2:3][CH2:2]4)=[O:9])=[N:14][N:13]([C:15]4[CH:19]=[CH:18][S:17][CH:16]=4)[C:12]=3[C:20]=2[CH:21]=1)[CH:31]([CH3:33])[CH3:32].